This data is from Forward reaction prediction with 1.9M reactions from USPTO patents (1976-2016). The task is: Predict the product of the given reaction. (1) Given the reactants [CH3:1][N:2]1[CH2:8][CH2:7][CH2:6][N:5]([C:9]2[CH:14]=[CH:13][C:12]([N:15]3[C:20](=[O:21])[C:19]4[S:22][C:23]([CH:25]=O)=[CH:24][C:18]=4[N:17]=[CH:16]3)=[CH:11][CH:10]=2)[CH2:4][CH2:3]1.[NH:27]1[CH2:31][CH2:30][CH2:29][CH2:28]1, predict the reaction product. The product is: [CH3:1][N:2]1[CH2:8][CH2:7][CH2:6][N:5]([C:9]2[CH:14]=[CH:13][C:12]([N:15]3[C:20](=[O:21])[C:19]4[S:22][C:23]([CH2:25][N:27]5[CH2:31][CH2:30][CH2:29][CH2:28]5)=[CH:24][C:18]=4[N:17]=[CH:16]3)=[CH:11][CH:10]=2)[CH2:4][CH2:3]1. (2) Given the reactants [Cl:1][C:2]1[C:9]([F:10])=[CH:8][CH:7]=[C:6]([F:11])[C:3]=1[CH:4]=O.[CH2:12]([NH2:16])[CH2:13][CH2:14][CH3:15].C1(C)C=CC(S(O)(=O)=O)=CC=1, predict the reaction product. The product is: [CH2:12](/[N:16]=[CH:4]/[C:3]1[C:6]([F:11])=[CH:7][CH:8]=[C:9]([F:10])[C:2]=1[Cl:1])[CH2:13][CH2:14][CH3:15]. (3) Given the reactants [NH2:1][CH2:2][C:3]1[N:4]=[CH:5][C:6]([CH2:9][N:10]2[C:15]([CH3:16])=[CH:14][C:13]([O:17][CH2:18][C:19]3[CH:24]=[CH:23][C:22]([F:25])=[CH:21][C:20]=3[F:26])=[C:12]([Br:27])[C:11]2=[O:28])=[N:7][CH:8]=1.CN1CCOCC1.[CH3:36][S:37](Cl)(=[O:39])=[O:38].CN=C=O, predict the reaction product. The product is: [Br:27][C:12]1[C:11](=[O:28])[N:10]([CH2:9][C:6]2[N:7]=[CH:8][C:3]([CH2:2][NH:1][S:37]([CH3:36])(=[O:39])=[O:38])=[N:4][CH:5]=2)[C:15]([CH3:16])=[CH:14][C:13]=1[O:17][CH2:18][C:19]1[CH:24]=[CH:23][C:22]([F:25])=[CH:21][C:20]=1[F:26]. (4) The product is: [F:1][C:2]1[CH:3]=[CH:4][C:5]([N+:12]([O-:14])=[O:13])=[C:6]2[C:11]=1[CH:10]=[N:9][CH:8]=[CH:7]2. Given the reactants [F:1][C:2]1[CH:3]=[CH:4][CH:5]=[C:6]2[C:11]=1[CH:10]=[N:9][CH:8]=[CH:7]2.[N+:12]([O-])([O-:14])=[O:13].[K+].[OH-].[NH4+], predict the reaction product. (5) Given the reactants CO[CH:3]([O:7][CH3:8])[CH2:4]OC.FC(F)(F)C(O)=O.[NH2:16][C:17]1[CH:25]=[CH:24][C:23]([C:26]([F:29])([F:28])[F:27])=[CH:22][C:18]=1[C:19]([OH:21])=[O:20].C(O[BH-](OC(=O)C)OC(=O)C)(=O)C.[Na+], predict the reaction product. The product is: [CH3:8][O:7][CH2:3][CH2:4][NH:16][C:17]1[CH:25]=[CH:24][C:23]([C:26]([F:27])([F:28])[F:29])=[CH:22][C:18]=1[C:19]([OH:21])=[O:20]. (6) Given the reactants Br[C:2]1[CH:7]=[CH:6][C:5]([C:8]2[N:9]([CH2:14][C@@H:15]3[CH2:19][CH2:18][N:17]([C:20]([CH:22]4[CH2:24][CH2:23]4)=[O:21])[CH2:16]3)[C:10](=[O:13])[NH:11][N:12]=2)=[CH:4][CH:3]=1.CC1(C)C(C)(C)OB(B2OC(C)(C)C(C)(C)O2)O1.CC([O-])=O.[K+].Br[C:49]1[N:50]=[C:51]2[CH:56]=[CH:55][CH:54]=[CH:53][N:52]2[CH:57]=1.C([O-])([O-])=O.[Cs+].[Cs+], predict the reaction product. The product is: [CH:22]1([C:20]([N:17]2[CH2:18][CH2:19][C@@H:15]([CH2:14][N:9]3[C:8]([C:5]4[CH:6]=[CH:7][C:2]([C:49]5[N:50]=[C:51]6[CH:56]=[CH:55][CH:54]=[CH:53][N:52]6[CH:57]=5)=[CH:3][CH:4]=4)=[N:12][NH:11][C:10]3=[O:13])[CH2:16]2)=[O:21])[CH2:24][CH2:23]1. (7) Given the reactants [O:1]=[C:2]1[NH:3][C:4]2[C:9](/[C:10]/1=[CH:11]/[C:12]1[NH:16][C:15]([CH3:17])=[C:14]([C:18]([OH:20])=O)[C:13]=1[CH3:21])=[CH:8][CH:7]=[CH:6][CH:5]=2.[CH3:22][N:23]([CH:25]=O)[CH3:24].[CH3:27][N:28]([P+](ON1N=NC2C=CC=CC1=2)(N(C)C)N(C)C)C.F[P-](F)(F)(F)(F)F.[CH3:54][CH:55]1CN[CH2:58][CH:57](C)[N:56]1CCN, predict the reaction product. The product is: [CH3:54][CH:55]1[NH:56][CH:57]([CH3:58])[CH2:24][N:23]([CH2:25][CH2:27][NH:28][C:18]([C:14]2[C:13]([CH3:21])=[C:12](/[CH:11]=[C:10]3\[C:2](=[O:1])[NH:3][C:4]4[C:9]\3=[CH:8][CH:7]=[CH:6][CH:5]=4)[NH:16][C:15]=2[CH3:17])=[O:20])[CH2:22]1.